From a dataset of Peptide-MHC class II binding affinity with 134,281 pairs from IEDB. Regression. Given a peptide amino acid sequence and an MHC pseudo amino acid sequence, predict their binding affinity value. This is MHC class II binding data. (1) The peptide sequence is FDRLETLILLRAFTE. The MHC is DRB1_1101 with pseudo-sequence DRB1_1101. The binding affinity (normalized) is 0.766. (2) The peptide sequence is DQRGSGQVVTYALNT. The MHC is DRB1_1101 with pseudo-sequence DRB1_1101. The binding affinity (normalized) is 0.354. (3) The peptide sequence is EKNYFAATQFEPLAA. The MHC is HLA-DPA10103-DPB10601 with pseudo-sequence HLA-DPA10103-DPB10601. The binding affinity (normalized) is 0.757. (4) The peptide sequence is TATSASAGWDTVLQS. The MHC is DRB1_1201 with pseudo-sequence DRB1_1201. The binding affinity (normalized) is 0.210.